The task is: Predict the reactants needed to synthesize the given product.. This data is from Full USPTO retrosynthesis dataset with 1.9M reactions from patents (1976-2016). Given the product [F:26][C:23]1[CH:24]=[CH:25][C:20]([CH2:19][N:16]2[N:15]3[C:7](=[CH:8][C:9]4[C:14]3=[CH:13][C:12]([C:27]([F:28])([F:29])[F:30])=[CH:11][CH:10]=4)[C:6]([OH:31])=[C:5]([C:3]([NH:32][CH2:33][C:34]([OH:36])=[O:35])=[O:4])[C:17]2=[O:18])=[CH:21][CH:22]=1, predict the reactants needed to synthesize it. The reactants are: CO[C:3]([C:5]1[C:17](=[O:18])[N:16]([CH2:19][C:20]2[CH:25]=[CH:24][C:23]([F:26])=[CH:22][CH:21]=2)[N:15]2[C:7](=[CH:8][C:9]3[C:14]2=[CH:13][C:12]([C:27]([F:30])([F:29])[F:28])=[CH:11][CH:10]=3)[C:6]=1[OH:31])=[O:4].[NH2:32][CH2:33][C:34]([O-:36])=[O:35].[Na+].